This data is from Reaction yield outcomes from USPTO patents with 853,638 reactions. The task is: Predict the reaction yield, written as a fraction of the theoretical maximum amount of product (1.0 means a 100% yield; for example, 0.34 means a 34% yield). (1) The reactants are [CH2:1]([O:5][C:6]1[CH:7]=[C:8]([CH:13]=[CH:14][C:15]=1[N+:16]([O-])=O)[C:9]([O:11][CH3:12])=[O:10])[CH2:2][CH2:3][CH3:4].[NH4+].[Cl-]. The catalyst is CO.[Zn]. The product is [CH3:12][O:11][C:9](=[O:10])[C:8]1[CH:13]=[CH:14][C:15]([NH2:16])=[C:6]([O:5][CH2:1][CH2:2][CH2:3][CH3:4])[CH:7]=1. The yield is 0.820. (2) The reactants are [F:1][C:2]1[C:7]([F:8])=[CH:6][CH:5]=[CH:4][C:3]=1[C:9]1[N:41]=[C:12]2[CH:13]=[N:14][N:15]([CH:17]([C:22]3[O:26][N:25]=[C:24]([C:27]4[CH:32]=[CH:31][C:30]([O:33][CH2:34][CH2:35][CH3:36])=[CH:29][C:28]=4[C:37]([F:40])([F:39])[F:38])[CH:23]=3)[C:18]([O:20][CH3:21])=[O:19])[CH:16]=[C:11]2[N:10]=1.C(=O)([O-])[O-].[K+].[K+].CC(O)=O.[CH2:52]([OH:64])[CH2:53][O:54][CH2:55][CH2:56][O:57][CH2:58][CH2:59][O:60][CH2:61]CO.COCCOC. The catalyst is CCOC(C)=O. The product is [F:1][C:2]1[C:7]([F:8])=[CH:6][CH:5]=[CH:4][C:3]=1[C:9]1[N:41]=[C:12]2[CH:13]=[N:14][N:15]([CH:17]([C:22]3[O:26][N:25]=[C:24]([C:27]4[CH:32]=[CH:31][C:30]([O:33][CH2:34][CH2:35][CH3:36])=[CH:29][C:28]=4[C:37]([F:38])([F:40])[F:39])[CH:23]=3)[C:18]([O:20][CH2:21][CH2:61][O:60][CH2:59][CH2:58][O:57][CH2:56][CH2:55][O:54][CH2:53][CH2:52][OH:64])=[O:19])[CH:16]=[C:11]2[N:10]=1. The yield is 0.440.